Dataset: Forward reaction prediction with 1.9M reactions from USPTO patents (1976-2016). Task: Predict the product of the given reaction. The product is: [O:12]=[S:1]1(=[O:11])[C:5]2[CH:6]=[C:7]([NH:10][C:20](=[O:21])[O:22][CH2:23][C:24]([Cl:27])([Cl:26])[Cl:25])[CH:8]=[CH:9][C:4]=2[CH:3]=[CH:2]1. Given the reactants [S:1]1(=[O:12])(=[O:11])[C:5]2[CH:6]=[C:7]([NH2:10])[CH:8]=[CH:9][C:4]=2[CH:3]=[CH:2]1.N1C=CC=CC=1.Cl[C:20]([O:22][CH2:23][C:24]([Cl:27])([Cl:26])[Cl:25])=[O:21].O, predict the reaction product.